From a dataset of Experimentally validated miRNA-target interactions with 360,000+ pairs, plus equal number of negative samples. Binary Classification. Given a miRNA mature sequence and a target amino acid sequence, predict their likelihood of interaction. (1) The miRNA is cel-miR-51-5p with sequence UACCCGUAGCUCCUAUCCAUGUU. Result: 0 (no interaction). The protein sequence of the target gene is MATCAEILRSEFPEIDGQVFDYVTGVLHSGSADFESVDDLVEAVGELLQEVSGDSKDDAGIRAVCQRMYNTLRLAEPQSQGNSQVLLDAPIQLSKITENYDCGTKLPGLLKREQSSTVNAKKLEKAEARLKAKQEKRSEKDTLKTSNPLVLEEASASQAGSRKESRLESSGKNKSYDVRIENFDVSFGDRVLLAGADVNLAWGRRYGLVGRNGLGKTTLLKMLATRSLRVPAHISLLHVEQEVAGDDTPALQSVLESDSVREDLLRRERELTAQIAAGRAEGSEAAELAEIYAKLEEIEA.... (2) The miRNA is hsa-miR-378a-3p with sequence ACUGGACUUGGAGUCAGAAGGC. The protein sequence of the target gene is MASKCSSERKSRTSLTLNQKLEMIKLSEEGMSKAEIGRRLGLLRQTVSQVVNAKEKFLKEVKSATPMNTRMIRKRNSLIADMEKVLVVWIEDQTSRNIPLSQSLIQNKALTLFNSMKAERGVEAAEEKFEASRGWFMRFKERSHFHNIKAQGEAASADVEAAASYPEALAKIIDEGGYTKQQIFNVDETAFYWKKMPSRTFIAREEKSVPGFKASKDRLTLLLGANAAGDFKLKPMLIYHSENPRALKNYTKSTLPVLYKWNSKARMTAHLFTAWFTEYFKPTVETYCSEKKIPFKILLL.... Result: 1 (interaction).